This data is from Catalyst prediction with 721,799 reactions and 888 catalyst types from USPTO. The task is: Predict which catalyst facilitates the given reaction. (1) Reactant: C([O:3][P:4]([CH2:9][CH2:10][CH2:11][NH:12][OH:13])(=[O:8])[O:5]CC)C.C([O-])(O)=O.[Na+]. Product: [OH:13][NH:12][CH2:11][CH2:10][CH2:9][P:4](=[O:3])([OH:8])[OH:5]. The catalyst class is: 33. (2) Reactant: C[O:2][C:3](=[O:28])[C:4]1[CH:9]=[CH:8][C:7]([N:10]2[CH2:14][C:13]([C:19]3[CH:24]=[C:23]([Cl:25])[CH:22]=[C:21]([Cl:26])[CH:20]=3)([C:15]([F:18])([F:17])[F:16])N=N2)=[CH:6][C:5]=1[CH3:27].[OH-].[K+]. Product: [Cl:25][C:23]1[CH:24]=[C:19]([C:13]2([C:15]([F:18])([F:17])[F:16])[CH2:14][N:10]2[C:7]2[CH:8]=[CH:9][C:4]([C:3]([OH:2])=[O:28])=[C:5]([CH3:27])[CH:6]=2)[CH:20]=[C:21]([Cl:26])[CH:22]=1. The catalyst class is: 24. (3) Reactant: [NH4+:1].[Cl-:2].C[Al](C)C.[N:7]1[CH:12]=[CH:11][CH:10]=[CH:9][C:8]=1[C:13]1([CH2:18][C:19]#[N:20])[CH2:17][CH2:16][CH2:15][CH2:14]1. Product: [ClH:2].[N:7]1[CH:12]=[CH:11][CH:10]=[CH:9][C:8]=1[C:13]1([CH2:18][C:19]([NH2:1])=[NH:20])[CH2:17][CH2:16][CH2:15][CH2:14]1. The catalyst class is: 11. (4) Product: [C:30]([O:29][C:27]([N:8]1[CH2:9][CH:10]=[C:11]([C:14]([O:16][CH3:17])=[O:15])[CH2:12][CH2:13]1)=[O:34])([CH3:31])([CH3:32])[CH3:33]. The catalyst class is: 236. Reactant: C([N:8]1[CH2:13][CH:12]=[C:11]([C:14]([O:16][CH3:17])=[O:15])[CH2:10][CH2:9]1)C1C=CC=CC=1.ClC(OC(Cl)C)=O.CO.[C:27]([O:34]C([O-])=O)([O:29][C:30]([CH3:33])([CH3:32])[CH3:31])=O.